Dataset: NCI-60 drug combinations with 297,098 pairs across 59 cell lines. Task: Regression. Given two drug SMILES strings and cell line genomic features, predict the synergy score measuring deviation from expected non-interaction effect. (1) Drug 1: CC1C(C(CC(O1)OC2CC(CC3=C2C(=C4C(=C3O)C(=O)C5=C(C4=O)C(=CC=C5)OC)O)(C(=O)C)O)N)O.Cl. Drug 2: CNC(=O)C1=NC=CC(=C1)OC2=CC=C(C=C2)NC(=O)NC3=CC(=C(C=C3)Cl)C(F)(F)F. Cell line: HCT116. Synergy scores: CSS=50.8, Synergy_ZIP=1.42, Synergy_Bliss=2.23, Synergy_Loewe=-8.71, Synergy_HSA=5.38. (2) Drug 1: CCC1(CC2CC(C3=C(CCN(C2)C1)C4=CC=CC=C4N3)(C5=C(C=C6C(=C5)C78CCN9C7C(C=CC9)(C(C(C8N6C)(C(=O)OC)O)OC(=O)C)CC)OC)C(=O)OC)O.OS(=O)(=O)O. Drug 2: C(CCl)NC(=O)N(CCCl)N=O. Cell line: K-562. Synergy scores: CSS=3.84, Synergy_ZIP=-3.61, Synergy_Bliss=-7.50, Synergy_Loewe=-8.67, Synergy_HSA=-8.90. (3) Drug 1: CC1C(C(CC(O1)OC2CC(CC3=C2C(=C4C(=C3O)C(=O)C5=C(C4=O)C(=CC=C5)OC)O)(C(=O)C)O)N)O.Cl. Drug 2: CC1=C(C(=O)C2=C(C1=O)N3CC4C(C3(C2COC(=O)N)OC)N4)N. Cell line: K-562. Synergy scores: CSS=45.4, Synergy_ZIP=-4.02, Synergy_Bliss=1.55, Synergy_Loewe=0.370, Synergy_HSA=3.55.